Dataset: M1 muscarinic receptor agonist screen with 61,833 compounds. Task: Binary Classification. Given a drug SMILES string, predict its activity (active/inactive) in a high-throughput screening assay against a specified biological target. (1) The compound is S(=O)(=O)(Cc1c(cccc1)C)Cc1oc(cc1)C(=O)NCc1cccnc1. The result is 0 (inactive). (2) The compound is O=C(N1CCC(NC(=O)C(NC(=O)C)Cc2c(cccc2)C)CC1)c1cc(OC)c(OC)c(OC)c1. The result is 0 (inactive).